Task: Predict the product of the given reaction.. Dataset: Forward reaction prediction with 1.9M reactions from USPTO patents (1976-2016) (1) Given the reactants [Cl:1][C:2]1[CH:3]=[C:4]([C:25]2[CH:26]=[N:27][C:28]([O:32][CH2:33][C:34]3([C:38]([OH:40])=[O:39])[CH2:37][CH2:36][CH2:35]3)=[CH:29][C:30]=2[CH3:31])[CH:5]=[N:6][C:7]=1[C:8]1[N:9](COCC[Si](C)(C)C)[CH:10]=[C:11]([C:13]([F:16])([F:15])[F:14])[N:12]=1, predict the reaction product. The product is: [Cl:1][C:2]1[CH:3]=[C:4]([C:25]2[CH:26]=[N:27][C:28]([O:32][CH2:33][C:34]3([C:38]([OH:40])=[O:39])[CH2:35][CH2:36][CH2:37]3)=[CH:29][C:30]=2[CH3:31])[CH:5]=[N:6][C:7]=1[C:8]1[NH:12][C:11]([C:13]([F:14])([F:15])[F:16])=[CH:10][N:9]=1. (2) Given the reactants FC(F)(F)S(O[C:7]1[CH:16]=[CH:15][C:10]([C:11]([O:13][CH3:14])=[O:12])=[CH:9][C:8]=1[C:17]([O:19][CH2:20][C:21]1[CH:26]=[CH:25][CH:24]=[CH:23][CH:22]=1)=[O:18])(=O)=O.[B:29]1([B:29]2[O:34][CH2:33][C:32]([CH3:36])([CH3:35])[CH2:31][O:30]2)[O:34][CH2:33][C:32]([CH3:36])([CH3:35])[CH2:31][O:30]1.CC([O-])=O.[K+], predict the reaction product. The product is: [CH3:35][C:32]1([CH3:36])[CH2:33][O:34][B:29]([C:7]2[CH:16]=[CH:15][C:10]([C:11]([O:13][CH3:14])=[O:12])=[CH:9][C:8]=2[C:17]([O:19][CH2:20][C:21]2[CH:26]=[CH:25][CH:24]=[CH:23][CH:22]=2)=[O:18])[O:30][CH2:31]1. (3) Given the reactants [CH3:1][N:2]1[CH2:7][CH2:6][N:5]([C:8](=[O:22])[CH2:9][CH2:10][C:11]2[C:19]3[CH2:18][CH2:17][CH2:16][CH2:15][C:14]=3[NH:13][C:12]=2[CH:20]=O)[CH2:4][CH2:3]1.[CH3:23][NH:24][S:25]([C:28]1[CH:29]=[C:30]2[C:34](=[CH:35][CH:36]=1)[NH:33][C:32](=[O:37])[CH2:31]2)(=[O:27])=[O:26], predict the reaction product. The product is: [CH3:23][NH:24][S:25]([C:28]1[CH:29]=[C:30]2[C:34](=[CH:35][CH:36]=1)[NH:33][C:32](=[O:37])/[C:31]/2=[CH:20]\[C:12]1[NH:13][C:14]2[CH2:15][CH2:16][CH2:17][CH2:18][C:19]=2[C:11]=1[CH2:10][CH2:9][C:8]([N:5]1[CH2:6][CH2:7][N:2]([CH3:1])[CH2:3][CH2:4]1)=[O:22])(=[O:27])=[O:26]. (4) Given the reactants [C:1]([O:5][C:6]([N:8]1[CH2:13][CH2:12][N:11]2[C:14]([CH2:18][CH3:19])=[N:15][C:16](I)=[C:10]2[CH:9]1[CH2:20][CH2:21][C:22]1[CH:27]=[CH:26][C:25]([C:28]([F:31])([F:30])[F:29])=[CH:24][CH:23]=1)=[O:7])([CH3:4])([CH3:3])[CH3:2].[CH3:32][S-:33].[Na+].[NH4+].[OH-], predict the reaction product. The product is: [C:1]([O:5][C:6]([N:8]1[CH2:13][CH2:12][N:11]2[C:14]([CH2:18][CH3:19])=[N:15][C:16]([S:33][CH3:32])=[C:10]2[CH:9]1[CH2:20][CH2:21][C:22]1[CH:27]=[CH:26][C:25]([C:28]([F:31])([F:30])[F:29])=[CH:24][CH:23]=1)=[O:7])([CH3:4])([CH3:3])[CH3:2]. (5) Given the reactants [Cl:1][C:2]1[C:3]([N:12]2[CH2:17][CH2:16][N:15]([C:18]([O:20][C:21]([CH3:24])([CH3:23])[CH3:22])=[O:19])[CH2:14][CH2:13]2)=[N:4][CH:5]=[C:6]([C:8]([NH:10][OH:11])=[NH:9])[CH:7]=1.[C:25](Cl)(=O)[CH2:26][CH3:27], predict the reaction product. The product is: [Cl:1][C:2]1[C:3]([N:12]2[CH2:17][CH2:16][N:15]([C:18]([O:20][C:21]([CH3:24])([CH3:23])[CH3:22])=[O:19])[CH2:14][CH2:13]2)=[N:4][CH:5]=[C:6]([C:8]2[N:9]=[C:25]([CH2:26][CH3:27])[O:11][N:10]=2)[CH:7]=1. (6) Given the reactants [H-].[H-].[H-].[H-].[Li+].[Al+3].[CH:7]1([C:12]2[CH:23]=[CH:22][C:15]([C:16](OC(C)C)=[O:17])=[CH:14][CH:13]=2)[CH2:11][CH2:10][CH2:9][CH2:8]1.O.[OH-].[K+], predict the reaction product. The product is: [CH:7]1([C:12]2[CH:13]=[CH:14][C:15]([CH2:16][OH:17])=[CH:22][CH:23]=2)[CH2:8][CH2:9][CH2:10][CH2:11]1. (7) Given the reactants [C:1]([C:4]1[CH:5]=[C:6]([CH:8]=[C:9]([C:11](=[O:13])[CH3:12])[CH:10]=1)[NH2:7])(=[O:3])[CH3:2].Cl[C:15]1[N:23]=[CH:22][N:21]=[C:20]2[C:16]=1[NH:17][CH:18]=[N:19]2.Cl.[OH-].[K+], predict the reaction product. The product is: [C:1]([C:4]1[CH:5]=[C:6]([NH:7][C:15]2[N:23]=[CH:22][N:21]=[C:20]3[C:16]=2[NH:17][CH:18]=[N:19]3)[CH:8]=[C:9]([C:11](=[O:13])[CH3:12])[CH:10]=1)(=[O:3])[CH3:2].